From a dataset of Full USPTO retrosynthesis dataset with 1.9M reactions from patents (1976-2016). Predict the reactants needed to synthesize the given product. (1) Given the product [F:9][C:4]1[CH:5]=[CH:6][CH:7]=[CH:8][C:3]=1[CH2:2][O:19][C:18]1[CH:17]=[CH:16][C:13]([CH:14]=[O:15])=[CH:12][C:11]=1[Cl:10], predict the reactants needed to synthesize it. The reactants are: Br[CH2:2][C:3]1[CH:8]=[CH:7][CH:6]=[CH:5][C:4]=1[F:9].[Cl:10][C:11]1[CH:12]=[C:13]([CH:16]=[CH:17][C:18]=1[OH:19])[CH:14]=[O:15].C([O-])([O-])=O.[K+].[K+]. (2) Given the product [NH2:8][C:9]1[N:14]=[C:13]([CH3:15])[N:12]=[C:11]([C:16]2[C:17]([NH:33][C:34]3[CH:35]=[CH:36][C:37]([NH:40][C:41](=[O:43])[CH3:42])=[N:38][CH:39]=3)=[N:18][CH:19]=[C:20]([CH2:22][N:23]3[CH2:24][CH2:25][N:26]([S:29]([CH3:32])(=[O:31])=[O:30])[CH2:27][CH2:28]3)[CH:21]=2)[N:10]=1, predict the reactants needed to synthesize it. The reactants are: COC1C=CC(C[N:8](CC2C=CC(OC)=CC=2)[C:9]2[N:14]=[C:13]([CH3:15])[N:12]=[C:11]([C:16]3[C:17]([NH:33][C:34]4[CH:35]=[CH:36][C:37]([NH:40][C:41](=[O:43])[CH3:42])=[N:38][CH:39]=4)=[N:18][CH:19]=[C:20]([CH2:22][N:23]4[CH2:28][CH2:27][N:26]([S:29]([CH3:32])(=[O:31])=[O:30])[CH2:25][CH2:24]4)[CH:21]=3)[N:10]=2)=CC=1.FC(F)(F)S(O)(=O)=O.C(O)(C(F)(F)F)=O.C(=O)([O-])[O-].[Na+].[Na+].C(=O)(O)[O-].[Na+]. (3) Given the product [C:1]([O:4][CH2:5][C:6]#[C:7][CH2:8][O:9][C:10]1[CH:15]=[CH:14][C:13]([S:16]([Cl:30])(=[O:19])=[O:17])=[CH:12][CH:11]=1)(=[O:3])[CH3:2], predict the reactants needed to synthesize it. The reactants are: [C:1]([O:4][CH2:5][C:6]#[C:7][CH2:8][O:9][C:10]1[CH:15]=[CH:14][C:13]([S:16]([OH:19])(=O)=[O:17])=[CH:12][CH:11]=1)(=[O:3])[CH3:2].[Na].CN(C)C=O.O.C(Cl)(=O)C([Cl:30])=O.